Dataset: Peptide-MHC class I binding affinity with 185,985 pairs from IEDB/IMGT. Task: Regression. Given a peptide amino acid sequence and an MHC pseudo amino acid sequence, predict their binding affinity value. This is MHC class I binding data. (1) The peptide sequence is AVFKDSFLRK. The MHC is HLA-A33:01 with pseudo-sequence HLA-A33:01. The binding affinity (normalized) is 0.0912. (2) The peptide sequence is NLVPMVATV. The MHC is HLA-A02:06 with pseudo-sequence HLA-A02:06. The binding affinity (normalized) is 1.00.